Dataset: Full USPTO retrosynthesis dataset with 1.9M reactions from patents (1976-2016). Task: Predict the reactants needed to synthesize the given product. (1) Given the product [CH3:29][S:30]([O:21][CH2:20][C:4]1[CH:5]=[C:6]([O:8][CH2:9][C:10]2[CH:11]=[CH:12][C:13]([C:16]([F:18])([F:19])[F:17])=[CH:14][CH:15]=2)[CH:7]=[C:2]([Br:1])[CH:3]=1)(=[O:32])=[O:31], predict the reactants needed to synthesize it. The reactants are: [Br:1][C:2]1[CH:3]=[C:4]([CH2:20][OH:21])[CH:5]=[C:6]([O:8][CH2:9][C:10]2[CH:15]=[CH:14][C:13]([C:16]([F:19])([F:18])[F:17])=[CH:12][CH:11]=2)[CH:7]=1.C(N(CC)CC)C.[CH3:29][S:30](Cl)(=[O:32])=[O:31].O. (2) Given the product [Cl:1][C:2]1[CH:3]=[C:4]([NH:9][C:10]2[C:11]3[C:12](=[C:13]([CH3:19])[N:14]=[C:15]([O:17][CH3:18])[CH:16]=3)[O:20][C:25]=2[NH2:26])[CH:5]=[CH:6][C:7]=1[F:8], predict the reactants needed to synthesize it. The reactants are: [Cl:1][C:2]1[CH:3]=[C:4]([N:9]=[CH:10][C:11]2[CH:16]=[C:15]([O:17][CH3:18])[N:14]=[C:13]([CH3:19])[C:12]=2[OH:20])[CH:5]=[CH:6][C:7]=1[F:8].[Si]([C:25]#[N:26])(C)(C)C. (3) The reactants are: [C:1]([O:5][C:6]1[CH:11]=[CH:10][C:9]([P:12]([O:23][CH2:24][CH3:25])([CH2:14][P:15]([O:20][CH2:21][CH3:22])([O:17][CH2:18][CH3:19])=[O:16])=[O:13])=[CH:8][C:7]=1[C:26]([CH3:39])([CH3:38])[CH2:27][C:28]([O:30]CC1C=CC=CC=1)=[O:29])(=[O:4])[CH2:2][CH3:3]. Given the product [C:1]([O:5][C:6]1[CH:11]=[CH:10][C:9]([P:12]([O:23][CH2:24][CH3:25])([CH2:14][P:15]([O:17][CH2:18][CH3:19])([O:20][CH2:21][CH3:22])=[O:16])=[O:13])=[CH:8][C:7]=1[C:26]([CH3:39])([CH3:38])[CH2:27][C:28]([OH:30])=[O:29])(=[O:4])[CH2:2][CH3:3], predict the reactants needed to synthesize it. (4) Given the product [Cl:24][C:10]1[CH:11]=[C:12]([C:27]2[CH:32]=[CH:31][CH:30]=[C:29]([S:33][CH:34]([CH3:36])[CH3:35])[N:28]=2)[CH:13]=[CH:14][C:9]=1[O:8][CH2:7][CH2:6][CH2:5][C:4]([OH:3])=[O:25], predict the reactants needed to synthesize it. The reactants are: C([O:3][C:4](=[O:25])[CH2:5][CH2:6][CH2:7][O:8][C:9]1[CH:14]=[CH:13][C:12](B2OC(C)(C)C(C)(C)O2)=[CH:11][C:10]=1[Cl:24])C.Cl[C:27]1[CH:32]=[CH:31][CH:30]=[C:29]([S:33][CH:34]([CH3:36])[CH3:35])[N:28]=1. (5) Given the product [CH2:63]([NH:71][C:25]([CH2:19][C:12]1[N:13]([CH3:18])[C:14]2[C:10]([CH:11]=1)=[C:9]([O:8][CH2:1][C:2]1[CH:3]=[CH:4][CH:5]=[CH:6][CH:7]=1)[CH:17]=[CH:16][CH:15]=2)=[O:29])[CH2:64][C:65]1[CH:70]=[CH:69][CH:68]=[CH:67][CH:66]=1, predict the reactants needed to synthesize it. The reactants are: [CH2:1]([O:8][C:9]1[CH:17]=[CH:16][CH:15]=[C:14]2[C:10]=1[CH:11]=[C:12]([C:19](O)=O)[N:13]2[CH3:18])[C:2]1[CH:7]=[CH:6][CH:5]=[CH:4][CH:3]=1.CN([C:25]([O:29]N1N=NC2C=CC=CC1=2)=[N+](C)C)C.[B-](F)(F)(F)F.C1C=CC2N(O)N=NC=2C=1.CCN(C(C)C)C(C)C.[CH2:63]([NH2:71])[CH2:64][C:65]1[CH:70]=[CH:69][CH:68]=[CH:67][CH:66]=1. (6) Given the product [Si:23]([O:30][CH2:31][C:32]1[N:33]=[C:34]([C:38]2[CH:39]=[C:40]([CH:41]=[CH:42][CH:43]=2)[CH2:44][O:22][C:20]2[C:6]3[CH:7]=[C:8]([C:10]4[N:11]=[C:12]5[N:16]([CH:17]=4)[N:15]=[C:14]([O:18][CH3:19])[S:13]5)[O:9][C:5]=3[CH:4]=[C:3]([O:2][CH3:1])[CH:21]=2)[S:35][C:36]=1[CH3:37])([C:26]([CH3:29])([CH3:27])[CH3:28])([CH3:24])[CH3:25], predict the reactants needed to synthesize it. The reactants are: [CH3:1][O:2][C:3]1[CH:4]=[C:5]2[O:9][C:8]([C:10]3[N:11]=[C:12]4[N:16]([CH:17]=3)[N:15]=[C:14]([O:18][CH3:19])[S:13]4)=[CH:7][C:6]2=[C:20]([OH:22])[CH:21]=1.[Si:23]([O:30][CH2:31][C:32]1[N:33]=[C:34]([C:38]2[CH:39]=[C:40]([CH2:44]O)[CH:41]=[CH:42][CH:43]=2)[S:35][C:36]=1[CH3:37])([C:26]([CH3:29])([CH3:28])[CH3:27])([CH3:25])[CH3:24].C(P(CCCC)CCCC)CCC.N(/C(N1CCCCC1)=O)=N\C(N1CCCCC1)=O. (7) Given the product [Cl:33][C:34]1[C:42]([C:43]([F:46])([F:45])[F:44])=[CH:41][CH:40]=[CH:39][C:35]=1[C:36]([N:20]1[CH:21]([CH3:23])[CH2:22][C:16]2[C:15]([C:2]3[NH:5][N:11]=[CH:8][CH:9]=3)=[N:14][C:13]([CH2:12][CH3:48])=[N:18][C:17]=2[CH2:19]1)=[O:38], predict the reactants needed to synthesize it. The reactants are: Cl.[C:2](=N)([NH2:5])CC.Cl.[C:8]([NH2:11])(=N)[CH3:9].[CH3:12][C:13]1[N:14]=[C:15](O)[C:16]2[CH2:22][CH:21]([CH3:23])[N:20](C(C3C=CC=CC=3)C)[CH2:19][C:17]=2[N:18]=1.[Cl:33][C:34]1[C:42]([C:43]([F:46])([F:45])[F:44])=[CH:41][CH:40]=[CH:39][C:35]=1[C:36]([OH:38])=O.F[C:48]1C(C(F)(F)F)=CC=CC=1C(O)=O.FC1C(C(F)(F)F)=CC=CC=1C(Cl)=O.